This data is from Forward reaction prediction with 1.9M reactions from USPTO patents (1976-2016). The task is: Predict the product of the given reaction. Given the reactants [NH:1]1[CH:5]=[C:4]([C:6]([OH:8])=O)[CH:3]=[N:2]1.Cl.[F:10][C:11]1[CH:12]=[C:13]([CH:24]=[CH:25][CH:26]=1)[O:14][CH2:15][C@@H:16]1[CH2:21][CH2:20][C@H:19]([CH2:22][NH2:23])[CH2:18][CH2:17]1, predict the reaction product. The product is: [F:10][C:11]1[CH:12]=[C:13]([CH:24]=[CH:25][CH:26]=1)[O:14][CH2:15][C@@H:16]1[CH2:17][CH2:18][C@H:19]([CH2:22][NH:23][C:6]([C:4]2[CH:3]=[N:2][NH:1][CH:5]=2)=[O:8])[CH2:20][CH2:21]1.